This data is from Forward reaction prediction with 1.9M reactions from USPTO patents (1976-2016). The task is: Predict the product of the given reaction. (1) Given the reactants [Br:1][C:2]1[C:11]([F:12])=[CH:10][CH:9]=[C:8]2[C:3]=1[CH2:4][CH2:5][N:6]([C:17](=[O:27])[CH2:18][NH:19]C(OC(C)(C)C)=O)[CH:7]2[CH2:13][C:14]([OH:16])=[O:15], predict the reaction product. The product is: [NH2:19][CH2:18][C:17]([N:6]1[CH2:5][CH2:4][C:3]2[C:8](=[CH:9][CH:10]=[C:11]([F:12])[C:2]=2[Br:1])[CH:7]1[CH2:13][C:14]([OH:16])=[O:15])=[O:27]. (2) Given the reactants C([O-])(O)=O.[Na+].[CH2:6]([NH:13][CH2:14][CH2:15][C:16]1[CH:21]=[CH:20][C:19]([CH2:22][OH:23])=[CH:18][CH:17]=1)[CH2:7][CH2:8][CH2:9][CH2:10][CH2:11][CH3:12].[C:24](O[C:24]([O:26][C:27]([CH3:30])([CH3:29])[CH3:28])=[O:25])([O:26][C:27]([CH3:30])([CH3:29])[CH3:28])=[O:25].[OH-].[Na+], predict the reaction product. The product is: [C:27]([O:26][C:24](=[O:25])[N:13]([CH2:6][CH2:7][CH2:8][CH2:9][CH2:10][CH2:11][CH3:12])[CH2:14][CH2:15][C:16]1[CH:21]=[CH:20][C:19]([CH2:22][OH:23])=[CH:18][CH:17]=1)([CH3:30])([CH3:29])[CH3:28].